This data is from Reaction yield outcomes from USPTO patents with 853,638 reactions. The task is: Predict the reaction yield, written as a fraction of the theoretical maximum amount of product (1.0 means a 100% yield; for example, 0.34 means a 34% yield). (1) The reactants are [N+:1]([C:4]1[CH:11]=[C:10]([C:12]2[NH:16][N:15]=[CH:14][CH:13]=2)[CH:9]=[CH:8][C:5]=1[C:6]#[N:7])([O-:3])=[O:2].O[CH2:18][C@@H:19]([NH:21]C(=O)OC(C)(C)C)[CH3:20]. No catalyst specified. The product is [NH2:21][C@@H:19]([CH3:20])[CH2:18][N:15]1[CH:14]=[CH:13][C:12]([C:10]2[CH:9]=[CH:8][C:5]([C:6]#[N:7])=[C:4]([N+:1]([O-:3])=[O:2])[CH:11]=2)=[N:16]1. The yield is 0.710. (2) The reactants are [CH2:1]([C:9]1[CH:15]=[CH:14][C:12](N)=[CH:11][CH:10]=1)[C:2]1[CH:8]=[CH:7][C:5]([NH2:6])=[CH:4][CH:3]=1.C(OC([O:26][C:27]([CH3:30])([CH3:29])[CH3:28])=O)([O:26][C:27]([CH3:30])([CH3:29])[CH3:28])=O.C([NH:39][C:40]1C=CC=CC=1)NC1C=CC=CC=1.C1C[O:49]CC1. The catalyst is CCOCC. The product is [C:27]([O:26][NH:39][C:40]([C:12]1[CH:14]=[CH:15][C:9]([CH2:1][C:2]2[CH:8]=[CH:7][C:5]([NH2:6])=[CH:4][CH:3]=2)=[CH:10][CH:11]=1)=[O:49])([CH3:28])([CH3:29])[CH3:30]. The yield is 0.460. (3) The reactants are C([C:3]1[N:8]=[CH:7][N:6]=[CH:5][CH:4]=1)=C.[Br:9]Br.N1([CH:22]2[CH2:32]CCCCCCCCC2)CCCN=CCCCCC1. The catalyst is C(Cl)(Cl)Cl. The product is [Br:9][C:32]([C:4]1[CH:3]=[N:8][CH:7]=[N:6][CH:5]=1)=[CH2:22]. The yield is 0.650. (4) The reactants are [NH2:1][CH2:2][CH2:3][NH:4][C:5]([C:7]1[C:8]([C:18]([F:21])([F:20])[F:19])=[N:9][N:10]([C:12]2[CH:17]=[CH:16][CH:15]=[CH:14][CH:13]=2)[CH:11]=1)=[O:6].CCN=C=NCCCN(C)C.Cl.C1C=CC2N(O)N=NC=2C=1.O.[CH3:45][O:46][C:47](=[O:63])[CH2:48][C:49]1[O:53][C:52]([C@H:54]2[CH2:59][CH2:58][C@H:57]([C:60](O)=[O:61])[CH2:56][CH2:55]2)=[N:51][N:50]=1. The catalyst is CC#N. The product is [C:12]1([N:10]2[CH:11]=[C:7]([C:5]([NH:4][CH2:3][CH2:2][NH:1][C:60]([C@H:57]3[CH2:56][CH2:55][C@H:54]([C:52]4[O:53][C:49]([CH2:48][C:47]([O:46][CH3:45])=[O:63])=[N:50][N:51]=4)[CH2:59][CH2:58]3)=[O:61])=[O:6])[C:8]([C:18]([F:20])([F:21])[F:19])=[N:9]2)[CH:17]=[CH:16][CH:15]=[CH:14][CH:13]=1. The yield is 0.697. (5) The reactants are [F:1][C:2]1[CH:7]=[CH:6][N:5]=[C:4]2[NH:8][CH:9]=[CH:10][C:3]=12.[H-].[Na+].Cl[Si:14]([CH:21]([CH3:23])[CH3:22])([CH:18]([CH3:20])[CH3:19])[CH:15]([CH3:17])[CH3:16].[Cl-].[NH4+]. The catalyst is C1COCC1.C(OCC)(=O)C. The product is [F:1][C:2]1[CH:7]=[CH:6][N:5]=[C:4]2[N:8]([Si:14]([CH:21]([CH3:23])[CH3:22])([CH:18]([CH3:20])[CH3:19])[CH:15]([CH3:17])[CH3:16])[CH:9]=[CH:10][C:3]=12. The yield is 0.500. (6) The reactants are [C:1]([O:5][C:6](=[O:27])[N:7]([C:19]1[CH:24]=[CH:23][C:22]([CH:25]=[O:26])=[CH:21][N:20]=1)[CH2:8][C:9]1[CH:14]=[CH:13][C:12]([C:15]([F:18])([F:17])[F:16])=[CH:11][CH:10]=1)([CH3:4])([CH3:3])[CH3:2].[N:28]1([CH2:34][CH2:35][O:36][C:37]2[CH:38]=[C:39]3[CH:45]=[CH:44][NH:43][C:40]3=[N:41][CH:42]=2)[CH2:33][CH2:32][O:31][CH2:30][CH2:29]1.[OH-].[K+]. The catalyst is CO. The product is [C:1]([O:5][C:6](=[O:27])[N:7]([C:19]1[CH:24]=[CH:23][C:22]([CH:25]([OH:26])[C:45]2[C:39]3[C:40](=[N:41][CH:42]=[C:37]([O:36][CH2:35][CH2:34][N:28]4[CH2:33][CH2:32][O:31][CH2:30][CH2:29]4)[CH:38]=3)[NH:43][CH:44]=2)=[CH:21][N:20]=1)[CH2:8][C:9]1[CH:10]=[CH:11][C:12]([C:15]([F:16])([F:17])[F:18])=[CH:13][CH:14]=1)([CH3:4])([CH3:2])[CH3:3]. The yield is 0.400. (7) The product is [Cl:15][C:13]1[CH:14]=[C:9]([NH:7][C:4]2[CH:5]=[CH:6][N:1]=[CH:2][N:3]=2)[C:10](=[O:17])[N:11]([CH3:16])[N:12]=1. The reactants are [N:1]1[CH:6]=[CH:5][C:4]([NH2:7])=[N:3][CH:2]=1.Br[C:9]1[C:10](=[O:17])[N:11]([CH3:16])[N:12]=[C:13]([Cl:15])[CH:14]=1.C(=O)([O-])[O-].[Cs+].[Cs+].CC1(C)C2C(=C(P(C3C=CC=CC=3)C3C=CC=CC=3)C=CC=2)OC2C(P(C3C=CC=CC=3)C3C=CC=CC=3)=CC=CC1=2. The yield is 0.700. The catalyst is C1C=CC(/C=C/C(/C=C/C2C=CC=CC=2)=O)=CC=1.C1C=CC(/C=C/C(/C=C/C2C=CC=CC=2)=O)=CC=1.C1C=CC(/C=C/C(/C=C/C2C=CC=CC=2)=O)=CC=1.[Pd].[Pd].O1CCOCC1. (8) The reactants are C(OC([N:8]([C:13]1[CH:14]=[C:15]([C:21]2[CH:22]=[C:23]3[C:29](I)=[CH:28][N:27]([C:31]([O:33][C:34]([CH3:37])([CH3:36])[CH3:35])=[O:32])[C:24]3=[N:25][CH:26]=2)[CH:16]=[N:17][C:18]=1[O:19][CH3:20])[S:9]([CH3:12])(=[O:11])=[O:10])=O)(C)(C)C.[F:38][C:39]1[CH:40]=[C:41]([CH:59]=[CH:60][CH:61]=1)[CH2:42][N:43]1[C:47]([CH3:48])=[C:46](B2OC(C)(C)C(C)(C)O2)[C:45]([CH3:58])=[N:44]1.C(=O)([O-])[O-].[Na+].[Na+]. The catalyst is COCCOC.O.Cl[Pd](Cl)([P](C1C=CC=CC=1)(C1C=CC=CC=1)C1C=CC=CC=1)[P](C1C=CC=CC=1)(C1C=CC=CC=1)C1C=CC=CC=1. The product is [F:38][C:39]1[CH:40]=[C:41]([CH:59]=[CH:60][CH:61]=1)[CH2:42][N:43]1[C:47]([CH3:48])=[C:46]([C:29]2[C:23]3[C:24](=[N:25][CH:26]=[C:21]([C:15]4[CH:16]=[N:17][C:18]([O:19][CH3:20])=[C:13]([NH:8][S:9]([CH3:12])(=[O:11])=[O:10])[CH:14]=4)[CH:22]=3)[N:27]([C:31]([O:33][C:34]([CH3:37])([CH3:36])[CH3:35])=[O:32])[CH:28]=2)[C:45]([CH3:58])=[N:44]1. The yield is 0.545. (9) The reactants are [Br:1][C:2]1[C:3]([O:11][C:12]2[CH:17]=[CH:16][C:15]([F:18])=[CH:14][C:13]=2[F:19])=[N:4][CH:5]=[C:6]([CH2:8]SC)[CH:7]=1.O[O:21][S:22]([O-:24])=O.[K+].[CH3:26]O. The catalyst is O. The product is [Br:1][C:2]1[C:3]([O:11][C:12]2[CH:17]=[CH:16][C:15]([F:18])=[CH:14][C:13]=2[F:19])=[N:4][CH:5]=[C:6]([CH2:8][S:22]([CH3:26])(=[O:24])=[O:21])[CH:7]=1. The yield is 0.600.